Dataset: Full USPTO retrosynthesis dataset with 1.9M reactions from patents (1976-2016). Task: Predict the reactants needed to synthesize the given product. (1) Given the product [Cl:38][C:35]1[CH:36]=[CH:37][C:32]2[N:31]=[C:23]([C:22]3[CH:27]=[CH:28][C:29]([F:30])=[C:20]([C@@:15]4([CH:17]([F:18])[F:19])[C@H:14]5[C@H:12]([CH2:13]5)[O:11][C:10]([NH2:9])=[N:16]4)[CH:21]=3)[O:25][C:33]=2[CH:34]=1, predict the reactants needed to synthesize it. The reactants are: C([NH:9][C:10]1[O:11][C@@H:12]2[C@H:14]([C@@:15]([C:20]3[CH:21]=[C:22]([CH:27]=[CH:28][C:29]=3[F:30])[C:23]([O:25]C)=O)([CH:17]([F:19])[F:18])[N:16]=1)[CH2:13]2)(=O)C1C=CC=CC=1.[NH2:31][C:32]1[CH:37]=[CH:36][C:35]([Cl:38])=[CH:34][C:33]=1O. (2) Given the product [Br:1][C:2]1[C:3]([C:12]2[CH:13]=[CH:14][CH:15]=[CH:16][C:11]=2[Cl:10])=[CH:4][C:5]([Cl:8])=[N:6][CH:7]=1, predict the reactants needed to synthesize it. The reactants are: [Br:1][C:2]1[C:3](I)=[CH:4][C:5]([Cl:8])=[N:6][CH:7]=1.[Cl:10][C:11]1[CH:16]=[CH:15][CH:14]=[CH:13][C:12]=1B(O)O.C(=O)([O-])[O-].[Na+].[Na+].C1(P(C2C=CC=CC=2)C2C=CC=CC=2)C=CC=CC=1. (3) Given the product [N:3]1([CH2:33][C:30]2[O:31][CH:32]=[C:28]([C:26]([NH:25][CH:23]([CH3:24])[CH2:22][N:19]3[CH:20]=[CH:21][C:17]([C:11]4[CH:12]=[CH:13][C:14]([C:15]#[N:16])=[C:9]([Cl:8])[CH:10]=4)=[N:18]3)=[O:27])[N:29]=2)[CH:7]=[CH:6][N:5]=[CH:4]1, predict the reactants needed to synthesize it. The reactants are: [H-].[Na+].[NH:3]1[CH:7]=[CH:6][N:5]=[CH:4]1.[Cl:8][C:9]1[CH:10]=[C:11]([C:17]2[CH:21]=[CH:20][N:19]([CH2:22][C@@H:23]([NH:25][C:26]([C:28]3[N:29]=[C:30]([CH2:33]Cl)[O:31][CH:32]=3)=[O:27])[CH3:24])[N:18]=2)[CH:12]=[CH:13][C:14]=1[C:15]#[N:16]. (4) The reactants are: C[O:2][C:3]([C:5]1[CH:10]=[C:9]([N:11]2[CH2:20][CH2:19][C:18]3[C:13](=[CH:14][CH:15]=[CH:16][CH:17]=3)[CH2:12]2)[N:8]=[C:7]([Cl:21])[N:6]=1)=[O:4].CO.ClCCl.[OH-].[Na+]. Given the product [Cl:21][C:7]1[N:6]=[C:5]([C:3]([OH:4])=[O:2])[CH:10]=[C:9]([N:11]2[CH2:20][CH2:19][C:18]3[C:13](=[CH:14][CH:15]=[CH:16][CH:17]=3)[CH2:12]2)[N:8]=1, predict the reactants needed to synthesize it. (5) Given the product [Br:8][C:5]1[CH:6]=[CH:7][C:2]([C:15]([OH:16])([CH3:17])[CH3:14])=[N:3][CH:4]=1, predict the reactants needed to synthesize it. The reactants are: Br[C:2]1[CH:7]=[CH:6][C:5]([Br:8])=[CH:4][N:3]=1.[Li]CCCC.[CH3:14][C:15]([CH3:17])=[O:16]. (6) Given the product [C:26]1([O:20][P:17]([CH2:16][O:15][CH2:14][C:13]([CH3:21])=[CH:12][CH2:11][C:10]2[C:2]([OH:1])=[C:3]3[C:7](=[C:8]([CH3:24])[C:9]=2[O:22][CH3:23])[CH2:6][O:5][C:4]3=[O:25])(=[O:19])[OH:18])[CH:31]=[CH:30][CH:29]=[CH:28][CH:27]=1.[C:26]1([O:32][P:17]([CH2:16][O:15][CH2:14][C:13]([CH3:21])=[CH:12][CH2:11][C:10]2[C:2]([OH:1])=[C:3]3[C:7](=[C:8]([CH3:24])[C:9]=2[O:22][CH3:23])[CH2:6][O:5][C:4]3=[O:25])(=[O:20])[O:18][C:33]2[CH:38]=[CH:37][CH:36]=[CH:35][CH:34]=2)[CH:31]=[CH:30][CH:29]=[CH:28][CH:27]=1, predict the reactants needed to synthesize it. The reactants are: [OH:1][C:2]1[C:10]([CH2:11][CH:12]=[C:13]([CH3:21])[CH2:14][O:15][CH2:16][P:17](=[O:20])([OH:19])[OH:18])=[C:9]([O:22][CH3:23])[C:8]([CH3:24])=[C:7]2[C:3]=1[C:4](=[O:25])[O:5][CH2:6]2.[C:26]1([OH:32])[CH:31]=[CH:30][CH:29]=[CH:28][CH:27]=1.[CH:33]1(N=C=N[CH:33]2[CH2:38][CH2:37][CH2:36][CH2:35][CH2:34]2)[CH2:38][CH2:37][CH2:36][CH2:35][CH2:34]1.